Predict the reactants needed to synthesize the given product. From a dataset of Full USPTO retrosynthesis dataset with 1.9M reactions from patents (1976-2016). (1) Given the product [CH3:2][O:3][C:4]1[CH:5]=[CH:6][C:7]([C:10]2[CH:15]=[CH:14][C:13]([NH:16][CH2:17][C:18]3[CH:19]=[C:20]([C:24]([NH:36][S:33]([C:28]4[CH:29]=[CH:30][CH:31]=[CH:32][C:27]=4[CH3:37])(=[O:34])=[O:35])=[O:25])[O:21][C:22]=3[CH3:23])=[CH:12][CH:11]=2)=[N:8][CH:9]=1, predict the reactants needed to synthesize it. The reactants are: Cl.[CH3:2][O:3][C:4]1[CH:5]=[CH:6][C:7]([C:10]2[CH:15]=[CH:14][C:13]([NH:16][CH2:17][C:18]3[CH:19]=[C:20]([C:24](O)=[O:25])[O:21][C:22]=3[CH3:23])=[CH:12][CH:11]=2)=[N:8][CH:9]=1.[C:27]1([CH3:37])[C:28]([S:33]([NH2:36])(=[O:35])=[O:34])=[CH:29][CH:30]=[CH:31][CH:32]=1.Cl.CN(C)CCCN=C=NCC.C(N(CC)CC)C. (2) Given the product [C:1]([N:34]1[CH2:33][CH2:32][N:31]([C:29](=[O:30])[CH2:28][CH2:27][C:24]2[CH:25]=[CH:26][C:21]([C:19]([N:18]3[CH2:17][C:16]4[CH:15]=[N:14][N:13]([CH3:38])[C:12]=4[NH:11][C:10]4[CH:39]=[C:6]([Cl:5])[CH:7]=[CH:8][C:9]3=4)=[O:20])=[CH:22][C:23]=2[CH3:37])[CH2:36][CH2:35]1)(=[O:3])[CH3:2], predict the reactants needed to synthesize it. The reactants are: [C:1](Cl)(=[O:3])[CH3:2].[Cl:5][C:6]1[CH:7]=[CH:8][C:9]2[N:18]([C:19]([C:21]3[CH:26]=[CH:25][C:24]([CH2:27][CH2:28][C:29]([N:31]4[CH2:36][CH2:35][NH:34][CH2:33][CH2:32]4)=[O:30])=[C:23]([CH3:37])[CH:22]=3)=[O:20])[CH2:17][C:16]3[CH:15]=[N:14][N:13]([CH3:38])[C:12]=3[NH:11][C:10]=2[CH:39]=1. (3) Given the product [Cl:20][C:6]1[CH:5]=[N:4][CH:3]=[C:2]([Cl:1])[C:7]=1[S:8][C:9]1[S:13][C:12]([C:14]([NH:21][C:22]2[CH:23]=[CH:24][CH:25]=[C:26]3[C:31]=2[N:30]=[CH:29][CH:28]=[CH:27]3)=[O:16])=[CH:11][C:10]=1[N+:17]([O-:19])=[O:18], predict the reactants needed to synthesize it. The reactants are: [Cl:1][C:2]1[CH:3]=[N:4][CH:5]=[C:6]([Cl:20])[C:7]=1[S:8][C:9]1[S:13][C:12]([C:14]([OH:16])=O)=[CH:11][C:10]=1[N+:17]([O-:19])=[O:18].[NH2:21][C:22]1[CH:23]=[CH:24][CH:25]=[C:26]2[C:31]=1[N:30]=[CH:29][CH:28]=[CH:27]2.